This data is from Catalyst prediction with 721,799 reactions and 888 catalyst types from USPTO. The task is: Predict which catalyst facilitates the given reaction. (1) Reactant: [NH2:1][C:2]1[C:3]([NH:10][CH2:11][CH2:12][C:13]([O:15][CH3:16])=[O:14])=[N:4][C:5]([CH3:9])=[C:6]([Br:8])[CH:7]=1.N1([C:22](N2C=CN=C2)=[O:23])C=CN=C1.O. Product: [Br:8][C:6]1[CH:7]=[C:2]2[NH:1][C:22](=[O:23])[N:10]([CH2:11][CH2:12][C:13]([O:15][CH3:16])=[O:14])[C:3]2=[N:4][C:5]=1[CH3:9]. The catalyst class is: 1. (2) Reactant: ClC(Cl)(O[C:5](=[O:11])OC(Cl)(Cl)Cl)Cl.N1C=CC=CC=1.[NH2:19][C:20]1[CH:25]=[CH:24][C:23]([CH2:26][C:27]([O:29][CH2:30][CH3:31])=[O:28])=[CH:22][C:21]=1[Cl:32].[NH:33]1[C:41]2[C:36](=[CH:37][CH:38]=[CH:39][CH:40]=2)[CH2:35][CH2:34]1. Product: [Cl:32][C:21]1[CH:22]=[C:23]([CH2:26][C:27]([O:29][CH2:30][CH3:31])=[O:28])[CH:24]=[CH:25][C:20]=1[NH:19][C:5]([N:33]1[C:41]2[C:36](=[CH:37][CH:38]=[CH:39][CH:40]=2)[CH2:35][CH2:34]1)=[O:11]. The catalyst class is: 34. (3) Reactant: [Br:1][C:2]1[CH:12]=[CH:11][C:5]([CH2:6][S:7](Cl)(=[O:9])=[O:8])=[CH:4][CH:3]=1.[CH3:13][O:14][C:15]1[CH:22]=[C:21]([O:23][CH3:24])[CH:20]=[CH:19][C:16]=1[CH2:17][NH2:18]. Product: [Br:1][C:2]1[CH:12]=[CH:11][C:5]([CH2:6][S:7]([NH:18][CH2:17][C:16]2[CH:19]=[CH:20][C:21]([O:23][CH3:24])=[CH:22][C:15]=2[O:14][CH3:13])(=[O:9])=[O:8])=[CH:4][CH:3]=1. The catalyst class is: 4. (4) Reactant: C([Li])CCC.[C:6]([N:13]1[CH2:16][C:15](=[O:17])[CH2:14]1)([O:8][C:9]([CH3:12])([CH3:11])[CH3:10])=[O:7].Cl.[CH2:19]([O:26][C:27]1[CH:32]=[C:31]([O:33][CH2:34][C:35]2[CH:40]=[CH:39][CH:38]=[CH:37][CH:36]=2)[CH:30]=[CH:29][C:28]=1Br)[C:20]1[CH:25]=[CH:24][CH:23]=[CH:22][CH:21]=1. Product: [C:9]([O:8][C:6]([N:13]1[CH2:16][C:15]([C:30]2[CH:29]=[CH:28][C:27]([O:26][CH2:19][C:20]3[CH:25]=[CH:24][CH:23]=[CH:22][CH:21]=3)=[CH:32][C:31]=2[O:33][CH2:34][C:35]2[CH:36]=[CH:37][CH:38]=[CH:39][CH:40]=2)([OH:17])[CH2:14]1)=[O:7])([CH3:12])([CH3:11])[CH3:10]. The catalyst class is: 188.